This data is from Catalyst prediction with 721,799 reactions and 888 catalyst types from USPTO. The task is: Predict which catalyst facilitates the given reaction. (1) Reactant: [F:1][C:2]1[CH:7]=[CH:6][C:5]([C@H:8]2[CH2:10][O:9]2)=[CH:4][CH:3]=1.[CH2:11]([NH2:18])[C:12]1[CH:17]=[CH:16][CH:15]=[CH:14][CH:13]=1. Product: [F:1][C:2]1[CH:7]=[CH:6][C:5]([C@H:8]([OH:9])[CH2:10][NH:18][CH2:11][C:12]2[CH:17]=[CH:16][CH:15]=[CH:14][CH:13]=2)=[CH:4][CH:3]=1. The catalyst class is: 6. (2) Reactant: Cl[CH2:2][CH2:3][N:4]1[CH:8]=[CH:7][N:6]([CH:9]([CH3:11])[CH3:10])[C:5]1=[O:12].Cl.[NH:14]1[CH2:19][CH2:18][CH:17]([CH2:20][OH:21])[CH2:16][CH2:15]1.C(N(CC)CC)C. Product: [OH:21][CH2:20][CH:17]1[CH2:18][CH2:19][N:14]([CH2:2][CH2:3][N:4]2[CH:8]=[CH:7][N:6]([CH:9]([CH3:11])[CH3:10])[C:5]2=[O:12])[CH2:15][CH2:16]1. The catalyst class is: 3. (3) Reactant: Cl[CH2:2][CH2:3][S:4](Cl)(=[O:6])=[O:5].[CH3:8][NH:9][CH:10]1[CH2:15][CH2:14][N:13]([C:16]2[CH:21]=[CH:20][N:19]=[CH:18][CH:17]=2)[CH2:12][CH2:11]1.C(N(CC)CC)C. Product: [CH3:8][N:9]([CH:10]1[CH2:11][CH2:12][N:13]([C:16]2[CH:17]=[CH:18][N:19]=[CH:20][CH:21]=2)[CH2:14][CH2:15]1)[S:4]([CH:3]=[CH2:2])(=[O:6])=[O:5]. The catalyst class is: 754. (4) Reactant: [H-].[Na+].[NH2:3][CH:4]1[CH:11]2[CH2:12][C:7]3([OH:14])[CH2:8][CH:9]([CH2:13][CH:5]1[CH2:6]3)[CH2:10]2.[CH2:15]([O:22][C:23]1[C:32]2[C:27](=[CH:28][C:29](F)=[C:30]([Cl:33])[CH:31]=2)[CH:26]=[CH:25][N:24]=1)[C:16]1[CH:21]=[CH:20][CH:19]=[CH:18][CH:17]=1. Product: [CH2:15]([O:22][C:23]1[C:32]2[C:27](=[CH:28][C:29]([O:14][C:7]34[CH2:12][CH:11]5[CH2:10][CH:9]([CH2:13][CH:5]([CH:4]5[NH2:3])[CH2:6]3)[CH2:8]4)=[C:30]([Cl:33])[CH:31]=2)[CH:26]=[CH:25][N:24]=1)[C:16]1[CH:17]=[CH:18][CH:19]=[CH:20][CH:21]=1. The catalyst class is: 44. (5) Reactant: Cl[C:2]1[CH:3]=[CH:4][C:5]2[N:6]([C:8]([C:11]3[S:19][C:14]4=[N:15][CH:16]=[CH:17][CH:18]=[C:13]4[CH:12]=3)=[CH:9][N:10]=2)[N:7]=1.O.C1(C)C=CC(S(O)(=O)=O)=CC=1.[NH2:32][C@H:33]1[CH2:38][CH2:37][C@H:36]([OH:39])[CH2:35][CH2:34]1. Product: [S:19]1[C:14]2=[N:15][CH:16]=[CH:17][CH:18]=[C:13]2[CH:12]=[C:11]1[C:8]1[N:6]2[N:7]=[C:2]([NH:32][C@H:33]3[CH2:38][CH2:37][C@H:36]([OH:39])[CH2:35][CH2:34]3)[CH:3]=[CH:4][C:5]2=[N:10][CH:9]=1. The catalyst class is: 58. (6) Reactant: [Sb:1].[C:2]([OH:11])(=[O:10])[C@@H:3]([C@H:5]([C:7]([OH:9])=[O:8])[OH:6])[OH:4].O=[Sb:13]O[Sb]=O. Product: [C:7]([CH:5]([CH:3]([C:2]([O-:11])=[O:10])[OH:4])[OH:6])([O-:9])=[O:8].[Sb+3:13].[C:7]([CH:5]([CH:3]([C:2]([O-:11])=[O:10])[OH:4])[OH:6])([O-:9])=[O:8].[C:7]([CH:5]([CH:3]([C:2]([O-:11])=[O:10])[OH:4])[OH:6])([O-:9])=[O:8].[Sb+3:1]. The catalyst class is: 6. (7) Reactant: [OH:1][C@H:2]1[C@H:6]2[O:7][CH2:8][CH:9]([CH2:10][C:11]([O:13][CH2:14][CH3:15])=[O:12])[C@H:5]2[O:4][CH2:3]1.N1C=CN=C1.[C:21]([Si:25](Cl)([CH3:27])[CH3:26])([CH3:24])([CH3:23])[CH3:22]. Product: [Si:25]([O:1][C@H:2]1[C@H:6]2[O:7][CH2:8][CH:9]([CH2:10][C:11]([O:13][CH2:14][CH3:15])=[O:12])[C@H:5]2[O:4][CH2:3]1)([C:21]([CH3:24])([CH3:23])[CH3:22])([CH3:27])[CH3:26]. The catalyst class is: 31.